Regression. Given a peptide amino acid sequence and an MHC pseudo amino acid sequence, predict their binding affinity value. This is MHC class I binding data. From a dataset of Peptide-MHC class I binding affinity with 185,985 pairs from IEDB/IMGT. (1) The binding affinity (normalized) is 0.141. The peptide sequence is KLEGDSTDL. The MHC is HLA-A02:06 with pseudo-sequence HLA-A02:06. (2) The peptide sequence is FARQNNGAF. The MHC is HLA-B46:01 with pseudo-sequence HLA-B46:01. The binding affinity (normalized) is 0.630.